Dataset: Forward reaction prediction with 1.9M reactions from USPTO patents (1976-2016). Task: Predict the product of the given reaction. (1) Given the reactants Br[C:2]1[C:3]([N+:8]([O-:10])=[O:9])=[N:4][CH:5]=[CH:6][CH:7]=1.[NH:11]1[CH2:15][CH2:14][CH2:13][C:12]1=[O:16].C(=O)([O-])[O-].[Cs+].[Cs+].C(OCC)(=O)C, predict the reaction product. The product is: [N+:8]([C:3]1[C:2]([N:11]2[CH2:15][CH2:14][CH2:13][C:12]2=[O:16])=[CH:7][CH:6]=[CH:5][N:4]=1)([O-:10])=[O:9]. (2) Given the reactants [Cl:1][C:2]1[CH:3]=[C:4]([CH:14]=[CH:15][C:16]=1[F:17])[O:5][CH2:6][C:7]([O:9]C(C)(C)C)=[O:8].C(O)(C(F)(F)F)=O, predict the reaction product. The product is: [Cl:1][C:2]1[CH:3]=[C:4]([CH:14]=[CH:15][C:16]=1[F:17])[O:5][CH2:6][C:7]([OH:9])=[O:8]. (3) Given the reactants [CH2:1]([O:8][CH2:9][N:10]1[C:15](=[O:16])[C:14]([Br:17])=[N:13][NH:12][C:11]1=[O:18])[C:2]1[CH:7]=[CH:6][CH:5]=[CH:4][CH:3]=1.[F:19][C:20]([F:29])([C:23]1[CH:28]=[CH:27][CH:26]=[CH:25][CH:24]=1)[CH2:21]O.C1(P(C2C=CC=CC=2)C2C=CC=CC=2)C=CC=CC=1.N(C(OC(C)C)=O)=NC(OC(C)C)=O, predict the reaction product. The product is: [CH2:1]([O:8][CH2:9][N:10]1[C:15](=[O:16])[C:14]([Br:17])=[N:13][N:12]([CH2:21][C:20]([F:29])([F:19])[C:23]2[CH:28]=[CH:27][CH:26]=[CH:25][CH:24]=2)[C:11]1=[O:18])[C:2]1[CH:7]=[CH:6][CH:5]=[CH:4][CH:3]=1. (4) Given the reactants [CH3:1][C:2](C)([O-:4])C.[K+].[C:7]([Si:11]([CH3:36])([CH3:35])[O:12][C@H:13]1[CH2:21][CH2:20][CH2:19][C@@:18]2([CH3:22])[C@H:14]1[CH2:15][CH2:16][C@@H:17]2[C:23]1([CH2:28][CH2:29][CH2:30][C:31]([OH:34])([CH3:33])[CH3:32])[CH2:25]C1C=O)([CH3:10])([CH3:9])[CH3:8].[O:37]1[CH2:41][CH2:40][CH2:39][CH2:38]1, predict the reaction product. The product is: [CH2:2]([O:4][C:41](=[O:37])[CH:40]=[CH:39][CH:38]1[CH2:25][C:23]1([C@@H:17]1[C@:18]2([CH3:22])[C@H:14]([C@@H:13]([O:12][Si:11]([C:7]([CH3:8])([CH3:9])[CH3:10])([CH3:35])[CH3:36])[CH2:21][CH2:20][CH2:19]2)[CH2:15][CH2:16]1)[CH2:28][CH2:29][CH2:30][C:31]([OH:34])([CH3:33])[CH3:32])[CH3:1]. (5) Given the reactants C([O:3][C:4]([C:6]1[CH:10]=[C:9]([C:11]2[CH:16]=[CH:15][C:14]([CH3:17])=[CH:13][N:12]=2)[N:8]([C:18]2[N:23]=[CH:22][CH:21]=[CH:20][N:19]=2)[N:7]=1)=[O:5])C.O.[OH-].[Li+].Cl, predict the reaction product. The product is: [CH3:17][C:14]1[CH:15]=[CH:16][C:11]([C:9]2[N:8]([C:18]3[N:23]=[CH:22][CH:21]=[CH:20][N:19]=3)[N:7]=[C:6]([C:4]([OH:5])=[O:3])[CH:10]=2)=[N:12][CH:13]=1. (6) Given the reactants [F:1][C:2]1[CH:16]=[C:15](B2OC(C)(C)C(C)(C)O2)[C:14]([CH2:26][CH3:27])=[CH:13][C:3]=1[O:4][CH2:5][O:6][CH2:7][CH2:8][Si:9]([CH3:12])([CH3:11])[CH3:10].Cl[C:29]1[N:34]=[CH:33][C:32]2[CH:35]=[N:36][N:37]([CH2:38][O:39][CH2:40][CH2:41][Si:42]([CH3:45])([CH3:44])[CH3:43])[C:31]=2[CH:30]=1, predict the reaction product. The product is: [CH2:26]([C:14]1[CH:13]=[C:3]([O:4][CH2:5][O:6][CH2:7][CH2:8][Si:9]([CH3:10])([CH3:11])[CH3:12])[C:2]([F:1])=[CH:16][C:15]=1[C:29]1[N:34]=[CH:33][C:32]2[CH:35]=[N:36][N:37]([CH2:38][O:39][CH2:40][CH2:41][Si:42]([CH3:45])([CH3:44])[CH3:43])[C:31]=2[CH:30]=1)[CH3:27]. (7) Given the reactants O[CH2:2][C:3]([C:5]1[CH:10]=[CH:9][CH:8]=[CH:7][CH:6]=1)=[O:4].N1[CH:16]=[CH:15][CH:14]=[CH:13][C:12]=1[CH:17]=O.O([CH3:21])[Na], predict the reaction product. The product is: [C:12]1([CH:17]=[CH:2][C:3]([C:5]2[CH:10]=[CH:9][CH:8]=[CH:7][CH:6]=2)=[O:4])[CH:21]=[CH:16][CH:15]=[CH:14][CH:13]=1.